From a dataset of Full USPTO retrosynthesis dataset with 1.9M reactions from patents (1976-2016). Predict the reactants needed to synthesize the given product. (1) The reactants are: [C:1]([O:5][C:6](=[O:27])[N:7]([C:9]1[CH:14]=[CH:13][CH:12]=[C:11]([O:15][C:16]2[CH:21]=[CH:20][C:19]([Cl:22])=[C:18]([F:23])[CH:17]=2)[C:10]=1[N+]([O-])=O)[CH3:8])([CH3:4])([CH3:3])[CH3:2].[Cl-].[NH4+:29]. Given the product [C:1]([O:5][C:6](=[O:27])[N:7]([C:9]1[CH:10]=[C:11]([O:15][C:16]2[CH:21]=[CH:20][C:19]([Cl:22])=[C:18]([F:23])[CH:17]=2)[CH:12]=[CH:13][C:14]=1[NH2:29])[CH3:8])([CH3:4])([CH3:3])[CH3:2], predict the reactants needed to synthesize it. (2) The reactants are: Cl[C:2]1[CH:7]=[C:6]([O:8][C:9]2[CH:14]=[CH:13][C:12]([NH:15][C:16]([NH:18][C:19]3[CH:24]=[CH:23][C:22]([C:25]([CH3:28])([CH3:27])[CH3:26])=[CH:21][CH:20]=3)=[O:17])=[CH:11][CH:10]=2)[N:5]=[CH:4][N:3]=1.[CH3:29][NH2:30].C(O)C. Given the product [CH3:29][NH:30][C:2]1[CH:7]=[C:6]([O:8][C:9]2[CH:14]=[CH:13][C:12]([NH:15][C:16]([NH:18][C:19]3[CH:24]=[CH:23][C:22]([C:25]([CH3:26])([CH3:28])[CH3:27])=[CH:21][CH:20]=3)=[O:17])=[CH:11][CH:10]=2)[N:5]=[CH:4][N:3]=1, predict the reactants needed to synthesize it.